Task: Predict the reaction yield, written as a fraction of the theoretical maximum amount of product (1.0 means a 100% yield; for example, 0.34 means a 34% yield).. Dataset: Reaction yield outcomes from USPTO patents with 853,638 reactions (1) The reactants are [CH3:1][CH:2]1[CH2:7][CH2:6][CH2:5][CH2:4][CH:3]1[NH:8][C:9]1[C:10]2[N:11]([CH:18]=[C:19]([N+:21]([O-])=O)[CH:20]=2)[N:12]=[CH:13][C:14]=1[C:15]([NH2:17])=[O:16]. The catalyst is CCO.C(OCC)(=O)C.[Pd]. The product is [NH2:21][C:19]1[CH:20]=[C:10]2[C:9]([NH:8][CH:3]3[CH2:4][CH2:5][CH2:6][CH2:7][CH:2]3[CH3:1])=[C:14]([C:15]([NH2:17])=[O:16])[CH:13]=[N:12][N:11]2[CH:18]=1. The yield is 0.200. (2) The product is [Cl:25][C:26]1[CH:27]=[C:28]2[C:33](=[CH:34][C:35]=1[O:36][C:37]1[CH:45]=[CH:44][C:40]([C:41](=[O:42])[NH:15][CH:12]3[CH2:13][CH2:14][N:10]([C:6]4[CH:7]=[CH:8][CH:9]=[C:4]([Cl:3])[CH:5]=4)[CH2:11]3)=[CH:39][CH:38]=1)[O:32][CH2:31][CH2:30][CH:29]2[C:46]([O:48][CH2:49][CH3:50])=[O:47]. The yield is 0.950. The reactants are Cl.Cl.[Cl:3][C:4]1[CH:5]=[C:6]([N:10]2[CH2:14][CH2:13][CH:12]([NH2:15])[CH2:11]2)[CH:7]=[CH:8][CH:9]=1.C(N(C(C)C)C(C)C)C.[Cl:25][C:26]1[CH:27]=[C:28]2[C:33](=[CH:34][C:35]=1[O:36][C:37]1[CH:45]=[CH:44][C:40]([C:41](O)=[O:42])=[CH:39][CH:38]=1)[O:32][CH2:31][CH2:30][CH:29]2[C:46]([O:48][CH2:49][CH3:50])=[O:47].Cl.CN(C)CCCN=C=NCC.ON1C2N=CC=CC=2N=N1. The catalyst is ClCCl. (3) The reactants are [OH:1][C:2]1[CH:3]=[C:4]([CH:8]2[CH2:17][C:16]3[CH:15]=[C:14]([C:18]([O:20][CH3:21])=[O:19])[CH:13]=[CH:12][C:11]=3[CH2:10][CH2:9]2)[CH:5]=[CH:6][CH:7]=1.C(=O)([O-])[O-].[K+].[K+].Cl[CH2:29][CH2:30][N:31]([CH3:33])[CH3:32].Cl. The catalyst is CC(C)=O. The product is [CH3:32][N:31]([CH3:33])[CH2:30][CH2:29][O:1][C:2]1[CH:3]=[C:4]([CH:8]2[CH2:17][C:16]3[CH:15]=[C:14]([C:18]([O:20][CH3:21])=[O:19])[CH:13]=[CH:12][C:11]=3[CH2:10][CH2:9]2)[CH:5]=[CH:6][CH:7]=1. The yield is 0.600. (4) The reactants are C([Li])CCC.Br[C:7]1[CH:12]=[CH:11][C:10]([F:13])=[CH:9][CH:8]=1.[F:14][C:15]([F:22])([F:21])[C:16](OCC)=[O:17].[N+:23]([CH3:26])([O-])=O.Cl. The catalyst is O1CCCC1.C(O)C.[C].[Pd]. The product is [NH2:23][CH2:26][C:16]([C:7]1[CH:12]=[CH:11][C:10]([F:13])=[CH:9][CH:8]=1)([OH:17])[C:15]([F:22])([F:21])[F:14]. The yield is 0.680.